From a dataset of TCR-epitope binding with 47,182 pairs between 192 epitopes and 23,139 TCRs. Binary Classification. Given a T-cell receptor sequence (or CDR3 region) and an epitope sequence, predict whether binding occurs between them. The epitope is GTITSGWTF. The TCR CDR3 sequence is CASSVRAQGYTF. Result: 0 (the TCR does not bind to the epitope).